Dataset: HIV replication inhibition screening data with 41,000+ compounds from the AIDS Antiviral Screen. Task: Binary Classification. Given a drug SMILES string, predict its activity (active/inactive) in a high-throughput screening assay against a specified biological target. The compound is Cc1nn(-c2ccccc2)c2c1S(=O)(=O)c1ccccc1-2. The result is 0 (inactive).